This data is from Peptide-MHC class II binding affinity with 134,281 pairs from IEDB. The task is: Regression. Given a peptide amino acid sequence and an MHC pseudo amino acid sequence, predict their binding affinity value. This is MHC class II binding data. (1) The peptide sequence is IGHLLRGRNHFIYIV. The MHC is DRB1_0802 with pseudo-sequence DRB1_0802. The binding affinity (normalized) is 0.418. (2) The peptide sequence is YDFNKLTALAVSQLT. The MHC is DRB1_0101 with pseudo-sequence DRB1_0101. The binding affinity (normalized) is 1.00. (3) The peptide sequence is QNEPTAAAIAYGLDR. The MHC is HLA-DQA10102-DQB10602 with pseudo-sequence HLA-DQA10102-DQB10602. The binding affinity (normalized) is 0.903. (4) The peptide sequence is AEGLSGEPKGAAESS. The MHC is HLA-DPA10103-DPB10201 with pseudo-sequence HLA-DPA10103-DPB10201. The binding affinity (normalized) is 0.171. (5) The peptide sequence is DYVLLGVAAAVVIGL. The MHC is DRB1_1101 with pseudo-sequence DRB1_1101. The binding affinity (normalized) is 0.0247.